From a dataset of Experimentally validated miRNA-target interactions with 360,000+ pairs, plus equal number of negative samples. Binary Classification. Given a miRNA mature sequence and a target amino acid sequence, predict their likelihood of interaction. (1) The protein sequence of the target gene is MTHLQAGLSPETLEKARLELNENPDTLHQDIQEVRDMVITRPDIGFLRTDDAFILRFLRARKFHHFEAFRLLAQYFEYRQQNLDMFKSFKATDPGIKQALKDGFPGGLANLDHYGRKILVLFAANWDQSRYTLVDILRAILLSLEAMIEDPELQVNGFVLIIDWSNFTFKQASKLTPNMLRLAIEGLQDSFPARFGGIHFVNQPWYIHALYTVIRPFLKEKTRKRIFLHGNNLNSLHQLIHPEILPSEFGGMLPPYDMGTWARTLLDHEYDDDSEYNVDSYNMPVKDVDKELSPKSMKRS.... The miRNA is bta-miR-130b with sequence CAGUGCAAUGAUGAAAGGGCAU. Result: 0 (no interaction). (2) The miRNA is hsa-miR-3199 with sequence AGGGACUGCCUUAGGAGAAAGUU. The protein sequence of the target gene is MSEAGEATTGGTTLPQAAADAPAAAPPDPAPKSPAASGAPQAPAPAALLAGSPGGDAAPGPAPASSAPAGGEDAEKKVLATKVLGTVKWFNVRNGYGFINRNDTKEDVFVHQTAIKKNNPRKYLRSVGDGETVEFDVVEGEKGAEAANVTGPDGVPVEGSRYAADRRRYRRGYYGRRRGPPRNYAGEEEEEGSGSSEGFEPPAADGQFSGARNQLRRPQYRPPYRQRRFPPYHVGQTFDRRSRVFPHPNRMQAGEIGEMKDGVPEGTQLQAHRNPTYRPRFRRGPARPRPAPAIGEAEDK.... Result: 0 (no interaction). (3) The miRNA is hsa-miR-6736-3p with sequence UCAGCUCCUCUCUACCCACAG. The protein sequence of the target gene is MPSVALKSPRLRRVFVVGVGMTKFMKPGGENSRDYPDMAKEAGQKALEDAQIPYSAVEQACVGYVYGDSTSGQRAIYHSLGLTGIPIINVNNNCSTGSTALFMAHQLIQGGLANCVLALGFEKMERGSIGTKFSDRTTPTDKHIEVLIDKYGLSAHPITPQMFGYAGKEHMEKYGTKVEHFAKIGWKNHKHSVNNTYSQFQDEYSLEEVMKSKPVFDFLTILQCCPTSDGAAAAILSSEEFVQQYGLQSKAVEIVAQEMMTDLPSTFEEKSIIKVVGYDMSKEAARRCYEKSGLTPNDVD.... Result: 0 (no interaction). (4) The miRNA is hsa-miR-885-5p with sequence UCCAUUACACUACCCUGCCUCU. The protein sequence of the target gene is MENHKSNNKENITIVDISRKINQLPEAERNLLENGSVYVGLNAALCGLIANSLFRRILNVTKARIAAGLPMAGIPFLTTDLTYRCFVSFPLNTGDLDCETCTITRSGLTGLVIGGLYPVFLAIPVNGGLAARYQSALLPHKGNILSYWIRTSKPVFRKMLFPILLQTMFSAYLGSEQYKLLIKALQLSEPGKEIH. Result: 0 (no interaction). (5) The miRNA is hsa-miR-1184 with sequence CCUGCAGCGACUUGAUGGCUUCC. The protein sequence of the target gene is MHRTTRIKITELNPHLMCVLCGGYFIDATTIIECLHSFCKTCIVRYLETSKYCPICDVQVHKTRPLLNIRSDKTLQDIVYKLVPGLFKNEMKRRRDFYAAHPSADAANGSNEDRGEVADEEKRIITDDEIISLSIEFFDQSRLDRKVNKEKPKEEVNDKRYLRCPAAMTVMHLRKFLRSKMDIPNTFQIDVMYEEEPLKDYYTLMDIAYIYTWRRNGPLPLKYRVRPTCKRMKMSHQRDGLTNAGELESDSGSDKANSPAGGVPSTSSCLPSPSTPVQSPHPQFPHISSTMNGTSNSPSA.... Result: 0 (no interaction).